This data is from Full USPTO retrosynthesis dataset with 1.9M reactions from patents (1976-2016). The task is: Predict the reactants needed to synthesize the given product. (1) The reactants are: [NH:1]1[C:5]2[CH:6]=[CH:7][CH:8]=[CH:9][C:4]=2[N:3]=[C:2]1[CH2:10][NH:11][C:12]1[CH:16]=[CH:15][NH:14][C:13]=1[C:17]([O:19]CC)=O.C(Cl)Cl.C([N:33]=[C:34]=[S:35])(=O)C1C=CC=CC=1. Given the product [NH:3]1[C:4]2[CH:9]=[CH:8][CH:7]=[CH:6][C:5]=2[N:1]=[C:2]1[CH2:10][N:11]1[C:12]2[CH:16]=[CH:15][NH:14][C:13]=2[C:17](=[O:19])[NH:33][C:34]1=[S:35], predict the reactants needed to synthesize it. (2) Given the product [CH:36]1([C:2]2[C:3]([NH2:29])=[N:4][CH:5]=[N:6][C:7]=2[N:8]2[CH2:13][CH2:12][N:11]([CH:14]([C:19]3[CH:24]=[CH:23][C:22]([C:25]([F:28])([F:27])[F:26])=[CH:21][CH:20]=3)[CH2:15][N:16]([CH3:18])[CH3:17])[CH2:10][CH2:9]2)[CH2:30][CH2:31]1, predict the reactants needed to synthesize it. The reactants are: Br[C:2]1[C:3]([NH2:29])=[N:4][CH:5]=[N:6][C:7]=1[N:8]1[CH2:13][CH2:12][N:11]([CH:14]([C:19]2[CH:24]=[CH:23][C:22]([C:25]([F:28])([F:27])[F:26])=[CH:21][CH:20]=2)[CH2:15][N:16]([CH3:18])[CH3:17])[CH2:10][CH2:9]1.[C:30]1([CH3:36])C=CC=C[CH:31]=1.O.C1([B-](F)(F)F)CC1.[K+].C(=O)([O-])[O-].[Cs+].[Cs+].C1(P(C2C=CC=CC=2)C2C3OC4C(=CC=CC=4P(C4C=CC=CC=4)C4C=CC=CC=4)C(C)(C)C=3C=CC=2)C=CC=CC=1.